Dataset: Full USPTO retrosynthesis dataset with 1.9M reactions from patents (1976-2016). Task: Predict the reactants needed to synthesize the given product. (1) Given the product [N:1]1[CH:6]=[CH:5][CH:4]=[C:3]([C:7]2[CH:14]=[CH:13][C:10]([CH2:11][NH:12][C:38]([C:34]3[N:35]([CH3:37])[CH:36]=[C:32]([NH:31][C:29]([C:24]4[C:23]([C:20]5[CH:19]=[CH:18][C:17]([C:16]([F:42])([F:15])[F:41])=[CH:22][CH:21]=5)=[CH:28][CH:27]=[CH:26][CH:25]=4)=[O:30])[CH:33]=3)=[O:39])=[CH:9][CH:8]=2)[CH:2]=1, predict the reactants needed to synthesize it. The reactants are: [N:1]1[CH:6]=[CH:5][CH:4]=[C:3]([C:7]2[CH:14]=[CH:13][C:10]([CH2:11][NH2:12])=[CH:9][CH:8]=2)[CH:2]=1.[F:15][C:16]([F:42])([F:41])[C:17]1[CH:22]=[CH:21][C:20]([C:23]2[C:24]([C:29]([NH:31][C:32]3[CH:33]=[C:34]([C:38](O)=[O:39])[N:35]([CH3:37])[CH:36]=3)=[O:30])=[CH:25][CH:26]=[CH:27][CH:28]=2)=[CH:19][CH:18]=1.CN(C(ON1N=NC2C=CC=CC1=2)=[N+](C)C)C.[B-](F)(F)(F)F.C(N(C(C)C)C(C)C)C. (2) Given the product [Cl:8][C:6]1[N:5]=[CH:4][N:3]=[C:2]([NH:27][C:26]2[CH:28]=[CH:29][CH:30]=[C:24]([N:18]3[CH2:23][CH2:22][O:21][CH2:20][CH2:19]3)[CH:25]=2)[N:7]=1, predict the reactants needed to synthesize it. The reactants are: Cl[C:2]1[N:7]=[C:6]([Cl:8])[N:5]=[CH:4][N:3]=1.C(N(CC)C(C)C)(C)C.[N:18]1([C:24]2[CH:25]=[C:26]([CH:28]=[CH:29][CH:30]=2)[NH2:27])[CH2:23][CH2:22][O:21][CH2:20][CH2:19]1.